From a dataset of Aqueous solubility values for 9,982 compounds from the AqSolDB database. Regression/Classification. Given a drug SMILES string, predict its absorption, distribution, metabolism, or excretion properties. Task type varies by dataset: regression for continuous measurements (e.g., permeability, clearance, half-life) or binary classification for categorical outcomes (e.g., BBB penetration, CYP inhibition). For this dataset (solubility_aqsoldb), we predict Y. (1) The molecule is CCCCCCCC/C=C/CCCCCCCCN(CCO)CCO. The Y is -4.78 log mol/L. (2) The molecule is Nc1cc2c3ccccc3ccc2c2ccccc12. The Y is -6.20 log mol/L. (3) The compound is CCc1nc2c(c(=O)n(C)c(=O)n2C)n1C. The Y is -1.57 log mol/L.